Dataset: Catalyst prediction with 721,799 reactions and 888 catalyst types from USPTO. Task: Predict which catalyst facilitates the given reaction. (1) Reactant: [C:1]([O:5][C:6]([NH:8][C:9]1[O:17][C:16]2[C:11](=[N:12][CH:13]=[C:14](C=O)[CH:15]=2)[C:10]=1[C:20]([NH:22][C:23]1[CH:24]=[N:25][CH:26]=[CH:27][C:28]=1[N:29]1[CH2:34][C@H:33]([C:35]([F:38])([F:37])[F:36])[CH2:32][C@H:31]([NH:39][C:40](=[O:46])[O:41][C:42]([CH3:45])([CH3:44])[CH3:43])[CH2:30]1)=[O:21])=[O:7])([CH3:4])([CH3:3])[CH3:2].[CH3:47][N:48]1[CH2:53][CH2:52][NH:51][CH2:50][CH2:49]1.[C:54](O[BH-](OC(=O)C)OC(=O)C)(=O)C.[Na+]. Product: [C:1]([O:5][C:6]([NH:8][C:9]1[O:17][C:16]2[C:11](=[N:12][CH:13]=[C:14]([CH2:47][N:48]3[CH2:53][CH2:52][N:51]([CH3:54])[CH2:50][CH2:49]3)[CH:15]=2)[C:10]=1[C:20]([NH:22][C:23]1[CH:24]=[N:25][CH:26]=[CH:27][C:28]=1[N:29]1[CH2:34][C@H:33]([C:35]([F:37])([F:36])[F:38])[CH2:32][C@H:31]([NH:39][C:40](=[O:46])[O:41][C:42]([CH3:45])([CH3:44])[CH3:43])[CH2:30]1)=[O:21])=[O:7])([CH3:4])([CH3:2])[CH3:3]. The catalyst class is: 26. (2) Reactant: I[C:2]1[CH:7]=[CH:6][CH:5]=[C:4]([O:8][CH2:9][CH2:10][O:11][CH3:12])[CH:3]=1.[C:13]([C:17]1[CH:21]=[C:20]([NH2:22])[NH:19][N:18]=1)([CH3:16])([CH3:15])[CH3:14].CN[C@@H]1CCCC[C@H]1NC.C(=O)([O-])[O-].[K+].[K+]. Product: [C:13]([C:17]1[CH:21]=[C:20]([NH2:22])[N:19]([C:2]2[CH:7]=[CH:6][CH:5]=[C:4]([O:8][CH2:9][CH2:10][O:11][CH3:12])[CH:3]=2)[N:18]=1)([CH3:16])([CH3:15])[CH3:14]. The catalyst class is: 432.